From a dataset of Forward reaction prediction with 1.9M reactions from USPTO patents (1976-2016). Predict the product of the given reaction. Given the reactants Cl[C:2]1[CH:8]2[CH2:9][CH:5]([CH2:6][CH2:7]2)[C:4](=[O:10])[C:3]=1[C:11]([C:13]1[C:14]([CH3:23])=[N:15][C:16]([C:19]([F:22])([F:21])[F:20])=[CH:17][CH:18]=1)=[O:12].[NH3:24].C(OCC)(=O)C.O, predict the reaction product. The product is: [NH2:24][C:2]1[CH:8]2[CH2:9][CH:5]([CH2:6][CH2:7]2)[C:4](=[O:10])[C:3]=1[C:11]([C:13]1[C:14]([CH3:23])=[N:15][C:16]([C:19]([F:22])([F:21])[F:20])=[CH:17][CH:18]=1)=[O:12].